From a dataset of Forward reaction prediction with 1.9M reactions from USPTO patents (1976-2016). Predict the product of the given reaction. (1) The product is: [C:11]([NH2:12])(=[O:26])[C:10]1[CH:2]=[CH:3][C:4]([C:5]([NH2:27])=[O:6])=[CH:8][CH:9]=1. Given the reactants Cl[C:2]1[CH:3]=[C:4]([CH:8]=[CH:9][C:10]=1[C:11](=[O:26])[NH:12]C1C=CC(Cl)=C(C2C=CC=CN=2)C=1)[C:5](O)=[O:6].[NH2:27]CC1C=NC=CC=1, predict the reaction product. (2) Given the reactants [C:1]([N:20]1[CH:24]=[CH:23][N:22]=[C:21]1[CH2:25][CH2:26][CH2:27][OH:28])([C:14]1[CH:19]=[CH:18][CH:17]=[CH:16][CH:15]=1)([C:8]1[CH:13]=[CH:12][CH:11]=[CH:10][CH:9]=1)[C:2]1[CH:7]=[CH:6][CH:5]=[CH:4][CH:3]=1.CC(OI1(OC(C)=O)(OC(C)=O)OC(=O)C2C=CC=CC1=2)=O, predict the reaction product. The product is: [C:1]([N:20]1[CH:24]=[CH:23][N:22]=[C:21]1[CH2:25][CH2:26][CH:27]=[O:28])([C:14]1[CH:15]=[CH:16][CH:17]=[CH:18][CH:19]=1)([C:8]1[CH:9]=[CH:10][CH:11]=[CH:12][CH:13]=1)[C:2]1[CH:7]=[CH:6][CH:5]=[CH:4][CH:3]=1. (3) Given the reactants [C:1]([C:3]1[CH:8]=[CH:7][C:6]([CH:9]2[CH2:14][CH2:13][N:12]([C:15]([C:17]3[C:18]([CH2:31][CH3:32])=[CH:19][C:20]([CH:27]4[CH2:30][CH2:29][CH2:28]4)=[C:21]([CH:26]=3)[C:22]([O:24]C)=O)=[O:16])[CH2:11][CH2:10]2)=[CH:5][CH:4]=1)#[N:2].O.[NH2:34][NH2:35], predict the reaction product. The product is: [C:1]([C:3]1[CH:8]=[CH:7][C:6]([CH:9]2[CH2:14][CH2:13][N:12]([C:15]([C:17]3[C:18]([CH2:31][CH3:32])=[CH:19][C:20]([CH:27]4[CH2:30][CH2:29][CH2:28]4)=[C:21]([CH:26]=3)[C:22]([NH:34][NH2:35])=[O:24])=[O:16])[CH2:11][CH2:10]2)=[CH:5][CH:4]=1)#[N:2]. (4) Given the reactants [H-].[Na+].[N+:3]([C:6]1[CH:10]=[CH:9][NH:8][N:7]=1)([O-:5])=[O:4].Cl[CH2:12][C:13]([CH3:18])([N:15]([CH3:17])[CH3:16])[CH3:14].[Cl-].[NH4+], predict the reaction product. The product is: [CH3:16][N:15]([CH3:17])[C:13]([CH3:18])([CH3:14])[CH2:12][N:8]1[CH:9]=[CH:10][C:6]([N+:3]([O-:5])=[O:4])=[N:7]1. (5) Given the reactants C([O:4][CH2:5][C:6]1[O:10][N:9]=[C:8]([C:11]2[CH:16]=[CH:15][C:14]([F:17])=[CH:13][CH:12]=2)[CH:7]=1)(=O)C.[OH-].[Na+].Cl, predict the reaction product. The product is: [F:17][C:14]1[CH:13]=[CH:12][C:11]([C:8]2[CH:7]=[C:6]([CH2:5][OH:4])[O:10][N:9]=2)=[CH:16][CH:15]=1.